From a dataset of Forward reaction prediction with 1.9M reactions from USPTO patents (1976-2016). Predict the product of the given reaction. (1) Given the reactants [C:1]([O-])([O-])=O.[K+].[K+].[OH:7][CH2:8][C:9]1[CH:14]=[CH:13][C:12]([CH2:15][CH2:16][CH:17]=O)=[CH:11][CH:10]=1.[N+](=C(P(=O)(OC)OC)C(=O)C)=[N-], predict the reaction product. The product is: [CH2:15]([C:12]1[CH:13]=[CH:14][C:9]([CH2:8][OH:7])=[CH:10][CH:11]=1)[CH2:16][C:17]#[CH:1]. (2) Given the reactants [CH:1]1[C:10]2[C:5](=[CH:6][CH:7]=[CH:8][CH:9]=2)[CH:4]=[C:3]([C:11]([NH:13][C:14]2[NH:18][C:17]3[CH:19]=[CH:20][C:21]([O:26][CH3:27])=[C:22]([C:23]([OH:25])=O)[C:16]=3[N:15]=2)=[O:12])[N:2]=1.CN(C(ON1N=NC2C=CC=CC1=2)=[N+](C)C)C.F[P-](F)(F)(F)(F)F.CCN(C(C)C)C(C)C.S(O)(O)(=O)=O.[NH2:66][C:67]1[NH:68][CH:69]=[CH:70][N:71]=1, predict the reaction product. The product is: [NH:68]1[CH:69]=[CH:70][N:71]=[C:67]1[NH:66][C:23]([C:22]1[C:16]2[NH:15][C:14]([NH:13][C:11]([C:3]3[N:2]=[CH:1][C:10]4[C:5]([CH:4]=3)=[CH:6][CH:7]=[CH:8][CH:9]=4)=[O:12])=[N:18][C:17]=2[CH:19]=[CH:20][C:21]=1[O:26][CH3:27])=[O:25]. (3) Given the reactants [Br:1][C:2]1[CH:3]=[C:4]([N+:10]([O-])=O)[C:5]([C:8]#[N:9])=[N:6][CH:7]=1.[OH2:13].O.[Sn](Cl)Cl, predict the reaction product. The product is: [NH2:10][C:4]1[C:5]([C:8]([NH2:9])=[O:13])=[N:6][CH:7]=[C:2]([Br:1])[CH:3]=1. (4) Given the reactants FC(F)(F)C(O[C:6]1[CH:15]=[C:14]2[C:9]([CH:10]=[CH:11][CH:12]=[N:13]2)=[CH:8][CH:7]=1)=O.C(N(CC)CC)C.CN([CH:28]=[O:29])C.[CH3:30][OH:31], predict the reaction product. The product is: [N:13]1[C:14]2[C:9](=[CH:8][CH:7]=[C:6]([C:30]([O:29][CH3:28])=[O:31])[CH:15]=2)[CH:10]=[CH:11][CH:12]=1. (5) Given the reactants [CH2:1]([O:3][C:4]([C:6]1([C:9]2[CH:14]=[CH:13][C:12]([C:15]3[CH:20]=[CH:19][C:18]([C:21]4[O:25][N:24]=[C:23]([CH3:26])[C:22]=4[NH:27][C:28]4[CH:33]=[CH:32][CH:31]=[C:30](Br)[N:29]=4)=[CH:17][CH:16]=3)=[CH:11][CH:10]=2)[CH2:8][CH2:7]1)=[O:5])[CH3:2].[CH3:35][O:36][C:37]1[CH:42]=[CH:41][C:40](B(O)O)=[CH:39][N:38]=1, predict the reaction product. The product is: [CH2:1]([O:3][C:4]([C:6]1([C:9]2[CH:14]=[CH:13][C:12]([C:15]3[CH:20]=[CH:19][C:18]([C:21]4[O:25][N:24]=[C:23]([CH3:26])[C:22]=4[NH:27][C:28]4[N:29]=[C:30]([C:40]5[CH:39]=[N:38][C:37]([O:36][CH3:35])=[CH:42][CH:41]=5)[CH:31]=[CH:32][CH:33]=4)=[CH:17][CH:16]=3)=[CH:11][CH:10]=2)[CH2:8][CH2:7]1)=[O:5])[CH3:2]. (6) Given the reactants [O:1]1[C:6]2[CH:7]=[CH:8][C:9](C=O)=[CH:10][C:5]=2[O:4][CH2:3][CH2:2]1.[NH:13]1[CH2:17][CH:16]=[CH:15][CH2:14]1.[C:18](C1NC=CN=1)(C1NC=CN=1)=[O:19].C([NH+](CC)CC)C.CC(C)(C)C(Cl)=O, predict the reaction product. The product is: [O:4]1[C:5]2[CH:10]=[CH:9][CH:8]=[C:7]([C:18]([N:13]3[CH2:17][CH:16]=[CH:15][CH2:14]3)=[O:19])[C:6]=2[O:1][CH2:2][CH2:3]1. (7) Given the reactants BrC1C=CC(O)=C(C2C=[CH:16][C:15]3[C:10](=[CH:11][CH:12]=[C:13]([C:18]4[N:22]([CH:23]5[CH2:28][CH2:27][CH2:26][CH2:25][CH2:24]5)[C:21]5[CH:29]=[CH:30][C:31]([C:33]([OH:35])=[O:34])=[CH:32][C:20]=5[N:19]=4)[CH:14]=3)[N:9]=2)C=1.C(OC(C1C=CC2N(C3CCCCC3)C(C3C=CC(N)=C(C=O)C=3)=NC=2C=1)=O)C.[CH:66]1([C:72]2[CH:77]=[CH:76][C:75]([O:78][CH3:79])=[CH:74][C:73]=2[C:80](=O)[CH3:81])[CH2:71][CH2:70][CH2:69][CH2:68][CH2:67]1.[OH-].[K+], predict the reaction product. The product is: [CH:23]1([N:22]2[C:21]3[CH:29]=[CH:30][C:31]([C:33]([OH:35])=[O:34])=[CH:32][C:20]=3[N:19]=[C:18]2[C:13]2[CH:14]=[C:15]3[C:10](=[CH:11][CH:12]=2)[N:9]=[C:80]([C:73]2[CH:74]=[C:75]([O:78][CH3:79])[CH:76]=[CH:77][C:72]=2[CH:66]2[CH2:71][CH2:70][CH2:69][CH2:68][CH2:67]2)[CH:81]=[CH:16]3)[CH2:24][CH2:25][CH2:26][CH2:27][CH2:28]1. (8) Given the reactants B.C(N(CC)C1C=CC=CC=1)C.C1CCCCC=1.[CH2:19]([O:33]C1CCCCO1)[CH2:20][CH2:21][CH2:22][CH2:23][CH2:24][CH2:25][CH2:26][C:27]#[C:28][C:29]#[C:30][CH2:31][CH3:32].C(O)(=O)C.[OH-].[Na+].OO, predict the reaction product. The product is: [CH2:19]([OH:33])[CH2:20][CH2:21][CH2:22][CH2:23][CH2:24][CH2:25][CH2:26]/[CH:27]=[CH:28]\[CH:29]=[CH:30]/[CH2:31][CH3:32].